This data is from Forward reaction prediction with 1.9M reactions from USPTO patents (1976-2016). The task is: Predict the product of the given reaction. (1) Given the reactants S(Cl)(Cl)=O.[F:5][C:6]([F:23])([F:22])[C:7]1[CH:12]=[CH:11][C:10]([C:13]2[C:14]([C:19](O)=[O:20])=[CH:15][CH:16]=[CH:17][CH:18]=2)=[CH:9][CH:8]=1.[NH2:24][C:25]1[CH:30]=[CH:29][C:28]([N:31]2[CH2:36][CH2:35][CH:34]([CH:37]([C:42]3[CH:47]=[CH:46][CH:45]=[CH:44][CH:43]=3)[C:38]([O:40][CH3:41])=[O:39])[CH2:33][CH2:32]2)=[CH:27][CH:26]=1.CCN(C(C)C)C(C)C, predict the reaction product. The product is: [C:42]1([CH:37]([CH:34]2[CH2:35][CH2:36][N:31]([C:28]3[CH:27]=[CH:26][C:25]([NH:24][C:19]([C:14]4[CH:15]=[CH:16][CH:17]=[CH:18][C:13]=4[C:10]4[CH:11]=[CH:12][C:7]([C:6]([F:5])([F:22])[F:23])=[CH:8][CH:9]=4)=[O:20])=[CH:30][CH:29]=3)[CH2:32][CH2:33]2)[C:38]([O:40][CH3:41])=[O:39])[CH:43]=[CH:44][CH:45]=[CH:46][CH:47]=1. (2) Given the reactants Cl.[Cl:2][C:3]1[C:4]([O:32]COC)=[CH:5][C:6]([O:28]COC)=[C:7]([CH:27]=1)[C:8]([N:10]1[CH2:14][CH2:13][CH2:12][CH:11]1[C:15]1[CH:25]=[CH:24][C:18]([C:19]([NH:21][CH2:22][CH3:23])=[O:20])=[CH:17][C:16]=1[CH3:26])=[O:9].C([O-])(O)=O.[Na+], predict the reaction product. The product is: [Cl:2][C:3]1[C:4]([OH:32])=[CH:5][C:6]([OH:28])=[C:7]([CH:27]=1)[C:8]([N:10]1[CH2:14][CH2:13][CH2:12][CH:11]1[C:15]1[CH:25]=[CH:24][C:18]([C:19]([NH:21][CH2:22][CH3:23])=[O:20])=[CH:17][C:16]=1[CH3:26])=[O:9]. (3) Given the reactants [S:1]1[CH:5]=[CH:4][C:3]2[C:6](=[CH:10][C:11]([OH:13])=O)[CH2:7][CH2:8][CH2:9][C:2]1=2.CN(C=O)C.[CH3:19][NH:20][CH2:21][C:22]1[CH:27]=[CH:26][CH:25]=[CH:24][CH:23]=1.C(N(CC)CC)C, predict the reaction product. The product is: [CH2:21]([N:20]([CH3:19])[C:11](=[O:13])/[CH:10]=[C:6]1\[CH2:7][CH2:8][CH2:9][C:2]2[S:1][CH:5]=[CH:4][C:3]\1=2)[C:22]1[CH:27]=[CH:26][CH:25]=[CH:24][CH:23]=1. (4) Given the reactants [CH3:1][C:2]1[CH:10]=[CH:9][CH:8]=[C:7]2[C:3]=1[CH:4]=[CH:5][NH:6]2.[Cl-].[F:12][C:13]1[CH:22]=[CH:21][C:16]([CH:17]=[N+:18]([CH3:20])[CH3:19])=[CH:15][CH:14]=1.FC1C=CC(C=O)=CC=1.CNC, predict the reaction product. The product is: [F:12][C:13]1[CH:14]=[CH:15][C:16]([CH:17]([N:18]([CH3:20])[CH3:19])[C:4]2[C:3]3[C:7](=[CH:8][CH:9]=[CH:10][C:2]=3[CH3:1])[NH:6][CH:5]=2)=[CH:21][CH:22]=1.